Dataset: Catalyst prediction with 721,799 reactions and 888 catalyst types from USPTO. Task: Predict which catalyst facilitates the given reaction. Reactant: O.NN.CCO.O=C1C2C(=CC=CC=2)C(=O)[N:9]1[C@H:18]([C:20]1[C:29]([C:30]2[CH:35]=[CH:34][CH:33]=[CH:32][C:31]=2[S:36]([CH3:39])(=[O:38])=[O:37])=[N:28][C:27]2[C:26]([C:40]#[N:41])=[CH:25][CH:24]=[CH:23][C:22]=2[N:21]=1)[CH3:19].C([O-])(O)=O.[Na+]. Product: [NH2:9][C@H:18]([C:20]1[C:29]([C:30]2[CH:35]=[CH:34][CH:33]=[CH:32][C:31]=2[S:36]([CH3:39])(=[O:38])=[O:37])=[N:28][C:27]2[C:26]([C:40]#[N:41])=[CH:25][CH:24]=[CH:23][C:22]=2[N:21]=1)[CH3:19]. The catalyst class is: 2.